From a dataset of Full USPTO retrosynthesis dataset with 1.9M reactions from patents (1976-2016). Predict the reactants needed to synthesize the given product. (1) Given the product [F:23][C:24]([F:37])([F:36])[S:25]([O:1][C:2]1[C:3]2[N:4]([C:8]([C:11]#[C:12][Si:13]([CH3:15])([CH3:14])[CH3:16])=[CH:9][N:10]=2)[CH:5]=[CH:6][CH:7]=1)(=[O:27])=[O:26], predict the reactants needed to synthesize it. The reactants are: [OH:1][C:2]1[C:3]2[N:4]([C:8]([C:11]#[C:12][Si:13]([CH3:16])([CH3:15])[CH3:14])=[CH:9][N:10]=2)[CH:5]=[CH:6][CH:7]=1.N1C=CC=CC=1.[F:23][C:24]([F:37])([F:36])[S:25](O[S:25]([C:24]([F:37])([F:36])[F:23])(=[O:27])=[O:26])(=[O:27])=[O:26]. (2) Given the product [NH2:35][C:4]1[S:5][C:6]([C:7]2[CH:12]=[CH:11][N:10]=[C:9]([NH:13][C:25]3[CH:26]=[CH:27][C:22]([O:21][CH3:20])=[C:23]([CH3:32])[CH:24]=3)[N:8]=2)=[C:2]([CH3:1])[N:3]=1, predict the reactants needed to synthesize it. The reactants are: [CH3:1][C:2]1[N:3]=[C:4](C2C=NC=CC=2)[S:5][C:6]=1[C:7]1[CH:12]=[CH:11][N:10]=[C:9]([NH2:13])[N:8]=1.[CH3:20][O:21][C:22]1[CH:27]=[CH:26][C:25](NC(N)=N)=[CH:24][C:23]=1[CH3:32].CC#[N:35]. (3) Given the product [Br:1][C:2]1[CH:7]=[CH:6][CH:5]=[CH:4][C:3]=1[N:8]1[C:9]([CH3:10])=[N:33][N:32]=[N:31]1, predict the reactants needed to synthesize it. The reactants are: [Br:1][C:2]1[CH:7]=[CH:6][CH:5]=[CH:4][C:3]=1[NH:8][C:9](=O)[CH3:10].FC(F)(F)S(OS(C(F)(F)F)(=O)=O)(=O)=O.C[Si]([N:31]=[N+:32]=[N-:33])(C)C.